From a dataset of Forward reaction prediction with 1.9M reactions from USPTO patents (1976-2016). Predict the product of the given reaction. (1) Given the reactants [CH2:1]([OH:22])[CH:2]([OH:21])[CH2:3][CH2:4][CH2:5][CH2:6][CH2:7][CH2:8][CH2:9][CH2:10][CH2:11][CH2:12][CH2:13][CH2:14][CH2:15][CH2:16][CH2:17][CH2:18][CH2:19][CH3:20].N1C=CN=C1.[CH3:28][C:29]([Si:32](Cl)([CH3:34])[CH3:33])([CH3:31])[CH3:30], predict the reaction product. The product is: [Si:32]([O:22][CH2:1][CH:2]([OH:21])[CH2:3][CH2:4][CH2:5][CH2:6][CH2:7][CH2:8][CH2:9][CH2:10][CH2:11][CH2:12][CH2:13][CH2:14][CH2:15][CH2:16][CH2:17][CH2:18][CH2:19][CH3:20])([C:29]([CH3:31])([CH3:30])[CH3:28])([CH3:34])[CH3:33]. (2) Given the reactants [F:1][C:2]1[CH:21]=[CH:20][C:5]([CH2:6][NH:7][C:8]([C:10]2[CH:15]=[C:14]([CH:16]=[N:17][OH:18])[N:13]=[C:12]([CH3:19])[N:11]=2)=[O:9])=[CH:4][C:3]=1[O:22][CH3:23].[C:24]([N:43]1[CH:47]=[C:46]([CH:48]=[CH2:49])[N:45]=[CH:44]1)([C:37]1[CH:42]=[CH:41][CH:40]=[CH:39][CH:38]=1)([C:31]1[CH:36]=[CH:35][CH:34]=[CH:33][CH:32]=1)[C:25]1[CH:30]=[CH:29][CH:28]=[CH:27][CH:26]=1.Cl[O-].[Na+], predict the reaction product. The product is: [F:1][C:2]1[CH:21]=[CH:20][C:5]([CH2:6][NH:7][C:8]([C:10]2[CH:15]=[C:14]([C:16]3[CH2:49][CH:48]([C:46]4[N:45]=[CH:44][N:43]([C:24]([C:31]5[CH:36]=[CH:35][CH:34]=[CH:33][CH:32]=5)([C:25]5[CH:26]=[CH:27][CH:28]=[CH:29][CH:30]=5)[C:37]5[CH:42]=[CH:41][CH:40]=[CH:39][CH:38]=5)[CH:47]=4)[O:18][N:17]=3)[N:13]=[C:12]([CH3:19])[N:11]=2)=[O:9])=[CH:4][C:3]=1[O:22][CH3:23]. (3) Given the reactants N(OCCC(C)C)=O.[Br:9][C:10]1[C:16]([F:17])=[CH:15][C:13](N)=[C:12]([O:18][C:19]2[CH:24]=[CH:23][CH:22]=[CH:21][C:20]=2[O:25][CH3:26])[CH:11]=1.[ClH:27].O, predict the reaction product. The product is: [Br:9][C:10]1[CH:11]=[C:12]([O:18][C:19]2[CH:24]=[CH:23][CH:22]=[CH:21][C:20]=2[O:25][CH3:26])[C:13]([Cl:27])=[CH:15][C:16]=1[F:17].